Task: Predict the reaction yield, written as a fraction of the theoretical maximum amount of product (1.0 means a 100% yield; for example, 0.34 means a 34% yield).. Dataset: Reaction yield outcomes from USPTO patents with 853,638 reactions (1) The product is [CH3:1][O:2][C:3]1[C:12]([NH:13][C:14]([N:34]2[CH2:35][CH2:36][N:31]([C:26]3[CH:27]=[C:28]([CH3:30])[CH:29]=[C:24]([CH3:23])[CH:25]=3)[CH2:32][CH2:33]2)=[O:22])=[N:11][C:10]2[C:5](=[CH:6][CH:7]=[CH:8][CH:9]=2)[N:4]=1. The yield is 0.793. No catalyst specified. The reactants are [CH3:1][O:2][C:3]1[C:12]([NH:13][C:14](=[O:22])OC2C=CC=CC=2)=[N:11][C:10]2[C:5](=[CH:6][CH:7]=[CH:8][CH:9]=2)[N:4]=1.[CH3:23][C:24]1[CH:25]=[C:26]([N:31]2[CH2:36][CH2:35][NH:34][CH2:33][CH2:32]2)[CH:27]=[C:28]([CH3:30])[CH:29]=1. (2) The reactants are [Cl:1][C:2]1[C:11]([O:12][CH2:13][C:14]2[CH:19]=[CH:18][C:17]([O:20][CH3:21])=[CH:16][CH:15]=2)=[C:10]([O:22][CH2:23][C:24]2[CH:29]=[CH:28][C:27]([O:30][CH3:31])=[CH:26][CH:25]=2)[CH:9]=[C:8]2[C:3]=1[C:4](=[O:37])[C:5]([C:34](O)=[O:35])=[CH:6][N:7]2[CH2:32][CH3:33].C(N(CC)CC)C.ClC(OCC(C)C)=O.CC(C[AlH]CC(C)C)C. The catalyst is O1CCCC1.C1(C)C=CC=CC=1. The product is [Cl:1][C:2]1[C:11]([O:12][CH2:13][C:14]2[CH:19]=[CH:18][C:17]([O:20][CH3:21])=[CH:16][CH:15]=2)=[C:10]([O:22][CH2:23][C:24]2[CH:25]=[CH:26][C:27]([O:30][CH3:31])=[CH:28][CH:29]=2)[CH:9]=[C:8]2[C:3]=1[C:4](=[O:37])[C:5]([CH2:34][OH:35])=[CH:6][N:7]2[CH2:32][CH3:33]. The yield is 0.742. (3) The reactants are [CH3:1][C:2]1[CH:7]=[C:6]([CH3:8])[NH:5][C:4](=[O:9])[C:3]=1[CH2:10][NH:11][C:12](=[O:37])[C:13]1[CH:18]=[C:17]([C:19]2[CH:20]=[N:21][C:22]([CH2:25]O)=[CH:23][CH:24]=2)[CH:16]=[C:15]([N:27]([CH2:34][CH3:35])[CH:28]2[CH2:33][CH2:32][O:31][CH2:30][CH2:29]2)[C:14]=1[CH3:36].CS(Cl)(=O)=O.CC[N:45]([CH:49]([CH3:51])C)[CH:46]([CH3:48])C.N1CCCC1. The catalyst is C(Cl)Cl.C(OCC)(=O)C.CCCCCCC.C(OCC)(=O)C. The product is [CH3:1][C:2]1[CH:7]=[C:6]([CH3:8])[NH:5][C:4](=[O:9])[C:3]=1[CH2:10][NH:11][C:12](=[O:37])[C:13]1[CH:18]=[C:17]([C:19]2[CH:20]=[N:21][C:22]([CH2:25][N:45]3[CH2:46][CH2:48][CH2:51][CH2:49]3)=[CH:23][CH:24]=2)[CH:16]=[C:15]([N:27]([CH2:34][CH3:35])[CH:28]2[CH2:29][CH2:30][O:31][CH2:32][CH2:33]2)[C:14]=1[CH3:36]. The yield is 0.0950. (4) The reactants are [F:1][C:2]1[CH:7]=[C:6]([N:8]([CH2:21][C:22]2[CH:23]=[C:24]([C:28]3[C:33]([CH3:34])=[CH:32][C:31]([OH:35])=[CH:30][C:29]=3[CH3:36])[CH:25]=[CH:26][CH:27]=2)[S:9]([C:12]2[CH:17]=[CH:16][CH:15]=[CH:14][C:13]=2[N+:18]([O-:20])=[O:19])(=[O:11])=[O:10])[CH:5]=[CH:4][C:3]=1[CH2:37][CH2:38][C:39]([O:41][CH2:42][CH3:43])=[O:40].[CH3:44][S:45](Cl)(=[O:47])=[O:46].O. The catalyst is N1C=CC=CC=1. The product is [CH3:36][C:29]1[CH:30]=[C:31]([O:35][S:45]([CH3:44])(=[O:47])=[O:46])[CH:32]=[C:33]([CH3:34])[C:28]=1[C:24]1[CH:25]=[CH:26][CH:27]=[C:22]([CH2:21][N:8]([S:9]([C:12]2[CH:17]=[CH:16][CH:15]=[CH:14][C:13]=2[N+:18]([O-:20])=[O:19])(=[O:10])=[O:11])[C:6]2[CH:5]=[CH:4][C:3]([CH2:37][CH2:38][C:39]([O:41][CH2:42][CH3:43])=[O:40])=[C:2]([F:1])[CH:7]=2)[CH:23]=1. The yield is 0.980. (5) The reactants are [F:1][C:2]1[CH:10]=[C:9]2[C:5]([C:6]([C:20]3[CH:21]=[N:22][N:23](C(OC(C)(C)C)=O)[CH:24]=3)=[CH:7][N:8]2[S:11]([C:14]2[CH:19]=[CH:18][CH:17]=[CH:16][CH:15]=2)(=[O:13])=[O:12])=[CH:4][CH:3]=1.Cl. The catalyst is CO.CCOCC. The product is [F:1][C:2]1[CH:10]=[C:9]2[C:5]([C:6]([C:20]3[CH:24]=[N:23][NH:22][CH:21]=3)=[CH:7][N:8]2[S:11]([C:14]2[CH:15]=[CH:16][CH:17]=[CH:18][CH:19]=2)(=[O:12])=[O:13])=[CH:4][CH:3]=1. The yield is 0.890. (6) The reactants are [C:1]([O:5][C:6]([NH:8][C@@H:9]1[CH2:14][CH2:13][C@H:12]([NH:15][C:16]([C:18]2[C:19]([NH:25][C:26]3[CH:27]=[C:28]([CH:33]=[CH:34][CH:35]=3)[C:29]([O:31][CH3:32])=[O:30])=[N:20][CH:21]=[C:22]([F:24])[CH:23]=2)=[O:17])[CH2:11][CH2:10]1)=[O:7])([CH3:4])([CH3:3])[CH3:2].[H-].[Na+].[C:38](N1C=CN=C1)(N1C=CN=C1)=[O:39].C(OCC)(=O)C. The catalyst is CN1C(=O)CCC1. The product is [C:1]([O:5][C:6]([NH:8][C@@H:9]1[CH2:14][CH2:13][C@H:12]([N:15]2[C:16](=[O:17])[C:18]3[CH:23]=[C:22]([F:24])[CH:21]=[N:20][C:19]=3[N:25]([C:26]3[CH:27]=[C:28]([CH:33]=[CH:34][CH:35]=3)[C:29]([O:31][CH3:32])=[O:30])[C:38]2=[O:39])[CH2:11][CH2:10]1)=[O:7])([CH3:4])([CH3:2])[CH3:3]. The yield is 0.780. (7) The reactants are [C:1]1([C:7]2[N:8]=[C:9]3[N:14]=[C:13]([NH2:15])[CH:12]=[CH:11][N:10]3[CH:16]=2)[CH:6]=[CH:5][CH:4]=[CH:3][CH:2]=1.C[Al](C)C.[Br:21][C:22]1[CH:23]=[C:24]([CH3:32])[C:25]([C:28](OC)=[O:29])=[N:26][CH:27]=1. The catalyst is O1CCOCC1. The product is [C:1]1([C:7]2[N:8]=[C:9]3[N:14]=[C:13]([NH:15][C:28]([C:25]4[C:24]([CH3:32])=[CH:23][C:22]([Br:21])=[CH:27][N:26]=4)=[O:29])[CH:12]=[CH:11][N:10]3[CH:16]=2)[CH:2]=[CH:3][CH:4]=[CH:5][CH:6]=1. The yield is 0.540. (8) The reactants are Cl[C:2]1[N:7]=[C:6]([CH3:8])[CH:5]=[C:4]([N:9]2[CH2:13][CH2:12][CH2:11][CH2:10]2)[N:3]=1.C1(C)C=CC=CC=1P(C1C=CC=CC=1C)C1C=CC=CC=1C.C([O-])(O)=O.[Na+].[CH:41]([C:43]1[CH:48]=[CH:47][CH:46]=[CH:45][N:44]=1)=[CH2:42].[Na+].[Cl-]. The catalyst is CN(C=O)C.C([O-])(=O)C.[Pd+2].C([O-])(=O)C. The product is [CH3:8][C:6]1[CH:5]=[C:4]([N:9]2[CH2:13][CH2:12][CH2:11][CH2:10]2)[N:3]=[C:2](/[CH:42]=[CH:41]/[C:43]2[CH:48]=[CH:47][CH:46]=[CH:45][N:44]=2)[N:7]=1. The yield is 0.200. (9) The reactants are [NH2:1][C:2]1[CH:7]=[CH:6][C:5]([S:8]([NH:11][C:12]2[S:13][C:14]([CH3:17])=[N:15][N:16]=2)(=[O:10])=[O:9])=[CH:4][CH:3]=1.[C:18](Cl)([CH3:20])=[O:19]. The catalyst is N1C=CC=CC=1. The product is [CH3:17][C:14]1[S:13][C:12]([NH:11][S:8]([C:5]2[CH:6]=[CH:7][C:2]([NH:1][C:18](=[O:19])[CH3:20])=[CH:3][CH:4]=2)(=[O:10])=[O:9])=[N:16][N:15]=1. The yield is 0.303.